Task: Binary Classification. Given a drug SMILES string, predict its activity (active/inactive) in a high-throughput screening assay against a specified biological target.. Dataset: HIV replication inhibition screening data with 41,000+ compounds from the AIDS Antiviral Screen (1) The drug is CC(=O)OCC1OC(Nc2nncs2)C(OC(C)=O)C1OC(C)=O. The result is 0 (inactive). (2) The compound is CC(C)C(C=Cc1ccc(Cl)cc1)=NNC(=O)NN=C(C=Cc1ccc(Cl)cc1)C(C)C. The result is 0 (inactive). (3) The drug is CCc1oc2ccccc2c1C(=O)c1ccc(O)cc1. The result is 0 (inactive). (4) The compound is COc1ccc(S(=O)(=O)N(C)CC(=O)O)cc1. The result is 0 (inactive). (5) The drug is CCOC(=O)c1ccc(N2C(=O)C(=COC)c3ccccc3C2=O)cc1. The result is 0 (inactive). (6) The drug is N#CC1(C#N)C(C#N)(C#N)C12CCCC2. The result is 0 (inactive). (7) The drug is NC(=O)NC12CC3CC(CC(F)(C3)C1)C2. The result is 0 (inactive). (8) The molecule is Cl.O=C1Nc2ccccc2C12CCNC2Cc1ccccc1. The result is 0 (inactive).